From a dataset of Forward reaction prediction with 1.9M reactions from USPTO patents (1976-2016). Predict the product of the given reaction. Given the reactants [Br:1][CH2:2][CH:3]1[CH2:8][CH2:7][CH:6]([CH:9]=[C:10](Br)Br)[CH2:5][CH2:4]1.Cl, predict the reaction product. The product is: [Br:1][CH2:2][CH:3]1[CH2:8][CH2:7][CH:6]([C:9]#[CH:10])[CH2:5][CH2:4]1.